Dataset: Forward reaction prediction with 1.9M reactions from USPTO patents (1976-2016). Task: Predict the product of the given reaction. (1) Given the reactants [CH2:1]([S:3]([C:6]1[CH:34]=C[C:9]([CH2:10][NH:11][C:12]([C:14]2[CH:15]=[C:16]3[CH2:22][N:21]([C:23]([O:25][C:26]([CH3:29])([CH3:28])[CH3:27])=[O:24])[C@@H:20]([CH:30]([CH3:32])[CH3:31])[C:17]3=[N:18][CH:19]=2)=[O:13])=[CH:8][CH:7]=1)(=[O:5])=[O:4])[CH3:2].C(S(C1C=CC(CN)=[N:44]C=1)(=O)=O)C, predict the reaction product. The product is: [CH2:1]([S:3]([C:6]1[CH:7]=[CH:8][C:9]([CH2:10][NH:11][C:12]([C:14]2[CH:15]=[C:16]3[CH2:22][N:21]([C:23]([O:25][C:26]([CH3:28])([CH3:27])[CH3:29])=[O:24])[C@@H:20]([CH:30]([CH3:31])[CH3:32])[C:17]3=[N:18][CH:19]=2)=[O:13])=[N:44][CH:34]=1)(=[O:5])=[O:4])[CH3:2]. (2) The product is: [F:9][C@H:10]1[C@@H:15]([O:16][C:17]2[CH:24]=[CH:23][C:22]([C:25]3[N:30]=[C:29]([NH:31][C:32]4[CH:37]=[CH:36][C:35]([N:38]5[CH2:39][CH2:40][N:41]([CH:44]6[CH2:47][O:46][CH2:45]6)[CH2:42][CH2:43]5)=[CH:34][CH:33]=4)[N:28]=[CH:27][N:26]=3)=[CH:21][C:18]=2[C:19]#[N:20])[CH2:14][CH2:13][N:12]([C:6]([C:5]2[NH:1][N:2]=[CH:3][CH:4]=2)=[O:8])[CH2:11]1. Given the reactants [NH:1]1[C:5]([C:6]([OH:8])=O)=[CH:4][CH:3]=[N:2]1.[F:9][C@H:10]1[C@@H:15]([O:16][C:17]2[CH:24]=[CH:23][C:22]([C:25]3[N:30]=[C:29]([NH:31][C:32]4[CH:37]=[CH:36][C:35]([N:38]5[CH2:43][CH2:42][N:41]([CH:44]6[CH2:47][O:46][CH2:45]6)[CH2:40][CH2:39]5)=[CH:34][CH:33]=4)[N:28]=[CH:27][N:26]=3)=[CH:21][C:18]=2[C:19]#[N:20])[CH2:14][CH2:13][NH:12][CH2:11]1, predict the reaction product. (3) Given the reactants [C:1]([O:5][C:6](=[O:17])[CH2:7]/[N:8]=[CH:9]/[CH2:10][C:11]([CH2:15][CH3:16])([CH3:14])[CH2:12][CH3:13])([CH3:4])([CH3:3])[CH3:2].[Cl:18][C:19]1[C:20]([F:37])=[C:21](/[CH:25]=[C:26](/[C:29]2[CH:34]=[CH:33][C:32]([Cl:35])=[CH:31][C:30]=2[F:36])\[C:27]#[N:28])[CH:22]=[CH:23][CH:24]=1.C(N(CC)CC)C.C1CCN2C(=NCCC2)CC1, predict the reaction product. The product is: [C:1]([O:5][C:6]([CH:7]1[CH:25]([C:21]2[CH:22]=[CH:23][CH:24]=[C:19]([Cl:18])[C:20]=2[F:37])[C:26]([C:29]2[CH:34]=[CH:33][C:32]([Cl:35])=[CH:31][C:30]=2[F:36])([C:27]#[N:28])[CH:9]([CH2:10][C:11]([CH2:15][CH3:16])([CH3:14])[CH2:12][CH3:13])[NH:8]1)=[O:17])([CH3:3])([CH3:4])[CH3:2]. (4) Given the reactants [CH3:1][C:2]1[CH2:6][CH:5]=[C:4]([C:7]2[CH:12]=[CH:11][CH:10]=[CH:9][CH:8]=2)[CH:3]=1.[CH3:13][C:14]([CH3:16])=O.N1CCCC1.OP(O)(O)=O, predict the reaction product. The product is: [CH3:1][C:2]1[C:6](=[C:14]([CH3:16])[CH3:13])[CH:5]=[C:4]([C:7]2[CH:12]=[CH:11][CH:10]=[CH:9][CH:8]=2)[CH:3]=1. (5) Given the reactants [OH:1][CH:2]([CH2:24][OH:25])[CH2:3][C:4]1[CH:5]=[C:6]([F:23])[C:7]([C:10]2[CH2:15][CH2:14][N:13](C(OC(C)(C)C)=O)[CH2:12][CH:11]=2)=[N:8][CH:9]=1.Cl.O1CCOCC1.C(OCC)C, predict the reaction product. The product is: [F:23][C:6]1[C:7]([C:10]2[CH2:15][CH2:14][NH:13][CH2:12][CH:11]=2)=[N:8][CH:9]=[C:4]([CH2:3][CH:2]([OH:1])[CH2:24][OH:25])[CH:5]=1. (6) Given the reactants I[C:2]1[CH:3]=[CH:4][C:5]2[CH:18]3[CH2:19][CH:16]([CH2:17]3)[C:8]3[N:9]([CH3:15])[C:10]([C:12]([NH2:14])=[O:13])=[N:11][C:7]=3[C:6]=2[CH:20]=1.[CH3:21][C:22]1[O:26][N:25]=[C:24]([C@:27]([OH:31])([C:29]#[CH:30])[CH3:28])[N:23]=1, predict the reaction product. The product is: [OH:31][C@:27]([C:24]1[N:23]=[C:22]([CH3:21])[O:26][N:25]=1)([CH3:28])[C:29]#[C:30][C:2]1[CH:3]=[CH:4][C:5]2[CH:18]3[CH2:19][CH:16]([CH2:17]3)[C:8]3[N:9]([CH3:15])[C:10]([C:12]([NH2:14])=[O:13])=[N:11][C:7]=3[C:6]=2[CH:20]=1. (7) Given the reactants [CH:1]1([C:7]2[CH:8]=[CH:9][C:10]([O:14][CH3:15])=[C:11]([NH2:13])[CH:12]=2)[CH2:6][CH2:5][CH2:4][CH2:3][CH2:2]1.[C:16]([O-])(O)=[O:17].[Na+], predict the reaction product. The product is: [CH:1]1([C:7]2[CH:8]=[CH:9][C:10]([O:14][CH3:15])=[C:11]([N:13]=[C:16]=[O:17])[CH:12]=2)[CH2:2][CH2:3][CH2:4][CH2:5][CH2:6]1. (8) Given the reactants C(OC([N:8]1[CH2:13][CH2:12][N:11]([C:14]2[C:19]([CH:20]3[CH2:22][CH2:21]3)=[CH:18][C:17]([CH:23]3[CH2:25][CH2:24]3)=[CH:16][N:15]=2)[CH2:10][CH2:9]1)=O)(C)(C)C.[ClH:26].C(OCC)(=O)C.[OH-].[Na+], predict the reaction product. The product is: [ClH:26].[CH:20]1([C:19]2[C:14]([N:11]3[CH2:10][CH2:9][NH:8][CH2:13][CH2:12]3)=[N:15][CH:16]=[C:17]([CH:23]3[CH2:25][CH2:24]3)[CH:18]=2)[CH2:21][CH2:22]1. (9) Given the reactants N[C:2]1[C:11]([O:12][CH3:13])=[C:10]([O:14][CH3:15])[C:9]([O:16][CH3:17])=[CH:8][C:3]=1[C:4]([O:6]C)=[O:5].[ClH:18].O1CCOCC1.N([O-])=O.[Na+], predict the reaction product. The product is: [Cl:18][C:2]1[C:11]([O:12][CH3:13])=[C:10]([O:14][CH3:15])[C:9]([O:16][CH3:17])=[CH:8][C:3]=1[C:4]([OH:6])=[O:5]. (10) Given the reactants Cl.Cl.Cl.[NH2:4][CH2:5][CH2:6][N:7]1[C:15]2[C:14]([NH:16][C:17]3[CH:22]=[CH:21][C:20]([O:23][C:24]4[CH:29]=[CH:28][CH:27]=[C:26]([NH2:30])[CH:25]=4)=[C:19]([Cl:31])[CH:18]=3)=[N:13][CH:12]=[N:11][C:10]=2[CH:9]=[CH:8]1.[CH3:32][C:33]([S:38]([CH3:41])(=[O:40])=[O:39])([CH3:37])[C:34]([OH:36])=O.Cl.C(N=C=NCCCN(C)C)C.ON1C2C=C[CH:62]=[CH:63][C:58]=2N=N1.[O:64]1[CH2:68]CCC1, predict the reaction product. The product is: [Cl:31][C:19]1[CH:18]=[C:17]([NH:16][C:14]2[C:15]3[N:7]([CH2:6][CH2:5][NH:4][C:34](=[O:36])[C:33]([CH3:37])([S:38]([CH3:41])(=[O:40])=[O:39])[CH3:32])[CH:8]=[CH:9][C:10]=3[N:11]=[CH:12][N:13]=2)[CH:22]=[CH:21][C:20]=1[O:23][C:24]1[CH:25]=[C:26]([NH:30][C:68](=[O:64])[C:63]([CH3:62])([S:38]([CH3:33])(=[O:40])=[O:39])[CH3:58])[CH:27]=[CH:28][CH:29]=1.